Dataset: Full USPTO retrosynthesis dataset with 1.9M reactions from patents (1976-2016). Task: Predict the reactants needed to synthesize the given product. (1) Given the product [CH3:17][N:18]([CH3:19])[CH:2]1[CH2:7][CH2:6][N:5]([C:8]2[CH:15]=[CH:14][C:11]([C:12]#[N:13])=[CH:10][CH:9]=2)[CH2:4][CH2:3]1, predict the reactants needed to synthesize it. The reactants are: O=[C:2]1[CH2:7][CH2:6][N:5]([C:8]2[CH:15]=[CH:14][C:11]([C:12]#[N:13])=[CH:10][CH:9]=2)[CH2:4][CH2:3]1.Cl.[CH3:17][NH:18][CH3:19].[BH3-]C#N.[Na+].Cl. (2) Given the product [CH3:40][N:41]([CH3:51])[C:42]1[CH:47]=[CH:46][C:45]([NH:48][C:49]([N:23]2[CH2:22][CH2:21][CH:20]([NH:19][C:4]3[N:3]=[C:2]([NH2:1])[C:7]([C:8](=[O:9])[C:10]4[CH:15]=[C:14]([F:16])[CH:13]=[CH:12][C:11]=4[O:17][CH3:18])=[CH:6][N:5]=3)[CH2:25][CH2:24]2)=[O:50])=[CH:44][CH:43]=1, predict the reactants needed to synthesize it. The reactants are: [NH2:1][C:2]1[C:7]([C:8]([C:10]2[CH:15]=[C:14]([F:16])[CH:13]=[CH:12][C:11]=2[O:17][CH3:18])=[O:9])=[CH:6][N:5]=[C:4]([NH:19][CH:20]2[CH2:25][CH2:24][NH:23][CH2:22][CH2:21]2)[N:3]=1.FC(F)(F)C(O)=O.C(N(CC)CC)C.[CH3:40][N:41]([CH3:51])[C:42]1[CH:47]=[CH:46][C:45]([N:48]=[C:49]=[O:50])=[CH:44][CH:43]=1.